The task is: Predict the reactants needed to synthesize the given product.. This data is from Full USPTO retrosynthesis dataset with 1.9M reactions from patents (1976-2016). (1) Given the product [N+:1]([N:4]1[CH:8]([N+:9]([O-:11])=[O:10])[C:7]([N+:12]([O-:14])=[O:13])=[CH:6][N:5]1[B-:15]([N:5]1[CH:6]=[C:7]([N+:12]([O-:14])=[O:13])[CH:8]([N+:9]([O-:11])=[O:10])[N:4]1[N+:1]([O-:3])=[O:2])([N:5]1[CH:6]=[C:7]([N+:12]([O-:14])=[O:13])[CH:8]([N+:9]([O-:11])=[O:10])[N:4]1[N+:1]([O-:3])=[O:2])[N:5]1[CH:6]=[C:7]([N+:12]([O-:14])=[O:13])[CH:8]([N+:9]([O-:11])=[O:10])[N:4]1[N+:1]([O-:3])=[O:2])([O-:3])=[O:2].[Na+:16], predict the reactants needed to synthesize it. The reactants are: [N+:1]([N:4]1[CH:8]([N+:9]([O-:11])=[O:10])[C:7]([N+:12]([O-:14])=[O:13])=[CH:6][NH:5]1)([O-:3])=[O:2].[BH4-:15].[Na+:16].[H][H]. (2) Given the product [C:15]([C:16]1[CH:17]=[C:13]([CH:32]=[C:5]([F:31])[CH:6]=1)[C:12]#[N:9])#[CH:14], predict the reactants needed to synthesize it. The reactants are: [Si]([C:5]#[CH:6])(C)(C)C.C([N:9]([CH2:12][CH3:13])CC)C.[CH3:14][CH2:15][CH2:16][CH2:17][N+](CCCC)(CCCC)CCCC.[F-:31].[CH2:32](Cl)Cl. (3) Given the product [CH3:19][O:20][C:21]([NH:23][C:24]1[CH:29]=[CH:28][C:27]([C:2]2[CH:11]=[CH:10][CH:9]=[C:8]3[C:3]=2[CH2:4][CH2:5][N:6]([C:12]([O:14][C:15]([CH3:18])([CH3:17])[CH3:16])=[O:13])[CH2:7]3)=[CH:26][CH:25]=1)=[O:22], predict the reactants needed to synthesize it. The reactants are: Br[C:2]1[CH:11]=[CH:10][CH:9]=[C:8]2[C:3]=1[CH2:4][CH2:5][N:6]([C:12]([O:14][C:15]([CH3:18])([CH3:17])[CH3:16])=[O:13])[CH2:7]2.[CH3:19][O:20][C:21]([NH:23][C:24]1[CH:29]=[CH:28][C:27](B(O)O)=[CH:26][CH:25]=1)=[O:22].[O-]P([O-])([O-])=O.[K+].[K+].[K+].C1(P(C2CCCCC2)C2CCCCC2)CCCCC1. (4) Given the product [F:21][C:2]([F:1])([F:20])[O:3][C:4]1[CH:5]=[CH:6][C:7]([C:10]2[N:14]=[C:13]([C:15]([O-:17])=[O:16])[O:12][N:11]=2)=[CH:8][CH:9]=1.[Na+:23], predict the reactants needed to synthesize it. The reactants are: [F:1][C:2]([F:21])([F:20])[O:3][C:4]1[CH:9]=[CH:8][C:7]([C:10]2[N:14]=[C:13]([C:15]([O:17]CC)=[O:16])[O:12][N:11]=2)=[CH:6][CH:5]=1.[OH-].[Na+:23]. (5) Given the product [CH2:1]([O:3][C:4]([C:6]1([NH:15][S:16]([C:19]2[CH:24]=[C:23]([Cl:25])[CH:22]=[C:21]([Cl:26])[C:20]=2[O:27][CH:35]([CH3:37])[CH3:36])(=[O:18])=[O:17])[CH2:14][C:13]2[C:8](=[CH:9][CH:10]=[CH:11][CH:12]=2)[CH2:7]1)=[O:5])[CH3:2], predict the reactants needed to synthesize it. The reactants are: [CH2:1]([O:3][C:4]([C:6]1([NH:15][S:16]([C:19]2[CH:24]=[C:23]([Cl:25])[CH:22]=[C:21]([Cl:26])[C:20]=2[OH:27])(=[O:18])=[O:17])[CH2:14][C:13]2[C:8](=[CH:9][CH:10]=[CH:11][CH:12]=2)[CH2:7]1)=[O:5])[CH3:2].C([O-])([O-])=O.[Cs+].[Cs+].Br[CH:35]([CH3:37])[CH3:36]. (6) The reactants are: Cl.[Cl:2][C:3]1[CH:8]=[CH:7][C:6]([O:9][CH2:10][CH:11]2[CH2:16][CH2:15][NH:14][CH2:13][CH2:12]2)=[CH:5][N:4]=1.[CH2:17]([C:19]1([CH2:22][CH3:23])[CH2:21][O:20]1)[CH3:18].C([O-])([O-])=O.[K+].[K+].O. Given the product [Cl:2][C:3]1[N:4]=[CH:5][C:6]([O:9][CH2:10][CH:11]2[CH2:16][CH2:15][N:14]([CH2:21][C:19]([OH:20])([CH2:22][CH3:23])[CH2:17][CH3:18])[CH2:13][CH2:12]2)=[CH:7][CH:8]=1, predict the reactants needed to synthesize it. (7) Given the product [Cl:17][C:8]1[CH:9]=[C:10]([C:13]([CH3:16])([CH3:15])[CH3:14])[CH:11]=[CH:12][C:7]=1[C:37]([O:49][CH3:48])=[O:38], predict the reactants needed to synthesize it. The reactants are: FC(F)(F)S(O[C:7]1[CH:12]=[CH:11][C:10]([C:13]([CH3:16])([CH3:15])[CH3:14])=[CH:9][C:8]=1[Cl:17])(=O)=O.C1(PCCCPC2C=CC=CC=2)C=CC=CC=1.[CH3:37][OH:38].C(N(CC)CC)C.CN(C)[CH:48]=[O:49]. (8) Given the product [CH:1]1([C:4]2[CH:9]=[CH:8][C:7]([CH:22]([C:24]3[CH:29]=[CH:28][N:27]=[CH:26][C:25]=3[O:30][CH2:31][O:32][CH2:33][CH2:34][Si:35]([CH3:38])([CH3:37])[CH3:36])[OH:23])=[CH:6][CH:5]=2)[CH2:3][CH2:2]1, predict the reactants needed to synthesize it. The reactants are: [CH:1]1([C:4]2[CH:9]=[CH:8][C:7](Br)=[CH:6][CH:5]=2)[CH2:3][CH2:2]1.C([Li])CCC.CCCCCC.[CH:22]([C:24]1[CH:29]=[CH:28][N:27]=[CH:26][C:25]=1[O:30][CH2:31][O:32][CH2:33][CH2:34][Si:35]([CH3:38])([CH3:37])[CH3:36])=[O:23].[Cl-].[NH4+].